This data is from Forward reaction prediction with 1.9M reactions from USPTO patents (1976-2016). The task is: Predict the product of the given reaction. Given the reactants [CH:1]1([NH2:4])[CH2:3][CH2:2]1.[Cl:5][CH2:6][CH2:7][N:8]=[C:9]=[O:10], predict the reaction product. The product is: [Cl:5][CH2:6][CH2:7][NH:8][C:9]([NH:4][CH:1]1[CH2:3][CH2:2]1)=[O:10].